From a dataset of Forward reaction prediction with 1.9M reactions from USPTO patents (1976-2016). Predict the product of the given reaction. The product is: [O:7]([CH2:8][C:9]#[CH:10])[C@@H:6]1[O:11][C@H:12]([CH2:23][OH:24])[C@H:13]([OH:19])[C@H:14]([OH:15])[C@H:5]1[OH:4]. Given the reactants C([O:4][C@@H:5]1[C@@H:14]([O:15]C(=O)C)[C@@H:13]([O:19]C(=O)C)[C@@H:12]([CH2:23][O:24]C(=O)C)[O:11][C@H:6]1[O:7][CH2:8][C:9]#[CH:10])(=O)C.CO.[Na], predict the reaction product.